This data is from NCI-60 drug combinations with 297,098 pairs across 59 cell lines. The task is: Regression. Given two drug SMILES strings and cell line genomic features, predict the synergy score measuring deviation from expected non-interaction effect. (1) Drug 1: C1CC(=O)NC(=O)C1N2CC3=C(C2=O)C=CC=C3N. Synergy scores: CSS=22.7, Synergy_ZIP=-5.78, Synergy_Bliss=7.56, Synergy_Loewe=4.49, Synergy_HSA=4.56. Drug 2: C1=CC(=CC=C1CC(C(=O)O)N)N(CCCl)CCCl.Cl. Cell line: HCT-15. (2) Drug 1: CN(C)C1=NC(=NC(=N1)N(C)C)N(C)C. Drug 2: C1CNP(=O)(OC1)N(CCCl)CCCl. Cell line: MOLT-4. Synergy scores: CSS=-21.5, Synergy_ZIP=2.41, Synergy_Bliss=-19.3, Synergy_Loewe=-24.1, Synergy_HSA=-24.1. (3) Drug 1: C(=O)(N)NO. Drug 2: CC1=C(N=C(N=C1N)C(CC(=O)N)NCC(C(=O)N)N)C(=O)NC(C(C2=CN=CN2)OC3C(C(C(C(O3)CO)O)O)OC4C(C(C(C(O4)CO)O)OC(=O)N)O)C(=O)NC(C)C(C(C)C(=O)NC(C(C)O)C(=O)NCCC5=NC(=CS5)C6=NC(=CS6)C(=O)NCCC[S+](C)C)O. Cell line: OVCAR3. Synergy scores: CSS=19.7, Synergy_ZIP=0.594, Synergy_Bliss=3.64, Synergy_Loewe=-12.8, Synergy_HSA=2.35. (4) Drug 1: CS(=O)(=O)C1=CC(=C(C=C1)C(=O)NC2=CC(=C(C=C2)Cl)C3=CC=CC=N3)Cl. Drug 2: CC1=C2C(C(=O)C3(C(CC4C(C3C(C(C2(C)C)(CC1OC(=O)C(C(C5=CC=CC=C5)NC(=O)OC(C)(C)C)O)O)OC(=O)C6=CC=CC=C6)(CO4)OC(=O)C)OC)C)OC. Cell line: BT-549. Synergy scores: CSS=57.9, Synergy_ZIP=7.40, Synergy_Bliss=6.29, Synergy_Loewe=-24.3, Synergy_HSA=6.52. (5) Drug 1: C1=CC(=CC=C1CC(C(=O)O)N)N(CCCl)CCCl.Cl. Drug 2: CC1CCC2CC(C(=CC=CC=CC(CC(C(=O)C(C(C(=CC(C(=O)CC(OC(=O)C3CCCCN3C(=O)C(=O)C1(O2)O)C(C)CC4CCC(C(C4)OC)O)C)C)O)OC)C)C)C)OC. Cell line: U251. Synergy scores: CSS=29.3, Synergy_ZIP=-12.5, Synergy_Bliss=-6.03, Synergy_Loewe=-3.18, Synergy_HSA=-2.57. (6) Cell line: UO-31. Drug 1: C1=CC(=CC=C1C#N)C(C2=CC=C(C=C2)C#N)N3C=NC=N3. Drug 2: CC1=C2C(C(=O)C3(C(CC4C(C3C(C(C2(C)C)(CC1OC(=O)C(C(C5=CC=CC=C5)NC(=O)OC(C)(C)C)O)O)OC(=O)C6=CC=CC=C6)(CO4)OC(=O)C)O)C)O. Synergy scores: CSS=-2.41, Synergy_ZIP=0.868, Synergy_Bliss=-0.418, Synergy_Loewe=-3.09, Synergy_HSA=-4.24. (7) Drug 1: C1=CC(=CC=C1CC(C(=O)O)N)N(CCCl)CCCl.Cl. Drug 2: C1=NC(=NC(=O)N1C2C(C(C(O2)CO)O)O)N. Cell line: HT29. Synergy scores: CSS=12.1, Synergy_ZIP=1.90, Synergy_Bliss=5.63, Synergy_Loewe=0.412, Synergy_HSA=2.12.